From a dataset of Catalyst prediction with 721,799 reactions and 888 catalyst types from USPTO. Predict which catalyst facilitates the given reaction. (1) Reactant: [C:1]1([C:28]2[CH:33]=[CH:32][CH:31]=[CH:30][CH:29]=2)[CH:6]=[CH:5][C:4]([C:7]2[C:25]([F:26])=[CH:24][C:10]3[NH:11][C:12]([O:14][CH2:15][CH:16]4[CH2:18][CH:17]4[C:19]([O:21]CC)=[O:20])=[N:13][C:9]=3[C:8]=2[F:27])=[CH:3][CH:2]=1.O([Si](C)(C)C)[K]. Product: [C:1]1([C:28]2[CH:29]=[CH:30][CH:31]=[CH:32][CH:33]=2)[CH:2]=[CH:3][C:4]([C:7]2[C:25]([F:26])=[CH:24][C:10]3[NH:11][C:12]([O:14][CH2:15][CH:16]4[CH2:18][CH:17]4[C:19]([OH:21])=[O:20])=[N:13][C:9]=3[C:8]=2[F:27])=[CH:5][CH:6]=1. The catalyst class is: 49. (2) Reactant: [C:1]([CH2:4][C:5]1([NH:9][C:10]([C:12]2[CH:17]=[C:16](Cl)[C:15]([CH:19]3[CH2:21][CH2:20]3)=[CH:14][N:13]=2)=[O:11])[CH2:8][O:7][CH2:6]1)(=[O:3])[NH2:2].[F:22][C:23]([F:28])([F:27])[C@H:24]([OH:26])[CH3:25].[H-].[Na+]. Product: [C:1]([CH2:4][C:5]1([NH:9][C:10]([C:12]2[CH:17]=[C:16]([O:26][C@H:24]([CH3:25])[C:23]([F:28])([F:27])[F:22])[C:15]([CH:19]3[CH2:21][CH2:20]3)=[CH:14][N:13]=2)=[O:11])[CH2:8][O:7][CH2:6]1)(=[O:3])[NH2:2]. The catalyst class is: 3.